From a dataset of Full USPTO retrosynthesis dataset with 1.9M reactions from patents (1976-2016). Predict the reactants needed to synthesize the given product. (1) Given the product [NH:9]1[C:17]2[C:12](=[CH:13][CH:14]=[CH:15][CH:16]=2)[C:11]([CH2:18][CH2:19][CH2:20][CH2:21][OH:22])=[CH:10]1, predict the reactants needed to synthesize it. The reactants are: [H-].[H-].[H-].[H-].[Li+].[Al+3].O=O.[NH:9]1[C:17]2[C:12](=[CH:13][CH:14]=[CH:15][CH:16]=2)[C:11]([CH2:18][CH2:19][CH2:20][C:21](O)=[O:22])=[CH:10]1.[OH-].[Na+]. (2) Given the product [Cl:14][C:11]1[CH:12]=[CH:13][C:2]([NH:1][CH2:33][C:32]2[CH:35]=[CH:36][C:29]([O:28][CH3:27])=[CH:30][CH:31]=2)=[C:3]([CH:10]=1)[C:4]([N:6]([O:8][CH3:9])[CH3:7])=[O:5], predict the reactants needed to synthesize it. The reactants are: [NH2:1][C:2]1[CH:13]=[CH:12][C:11]([Cl:14])=[CH:10][C:3]=1[C:4]([N:6]([O:8][CH3:9])[CH3:7])=[O:5].O.C1(C)C=CC(S(O)(=O)=O)=CC=1.[CH3:27][O:28][C:29]1[CH:36]=[CH:35][C:32]([CH2:33]O)=[CH:31][CH:30]=1. (3) Given the product [C:1]([O:5][C:6]([N:8]1[CH2:13][CH2:12][CH:11]([C:14]([C:16]2[N:24]3[C:19]([C:20]([NH2:25])=[N:21][CH:22]=[N:23]3)=[C:18]([C:38]3[CH:39]=[CH:40][C:41]4[C:36]([CH:37]=3)=[N:35][N:34]([CH2:27][C:28]3[CH:33]=[CH:32][CH:31]=[CH:30][CH:29]=3)[CH:42]=4)[CH:17]=2)=[O:15])[CH2:10][CH2:9]1)=[O:7])([CH3:4])([CH3:3])[CH3:2], predict the reactants needed to synthesize it. The reactants are: [C:1]([O:5][C:6]([N:8]1[CH2:13][CH2:12][CH:11]([C:14]([C:16]2[N:24]3[C:19]([C:20]([NH2:25])=[N:21][CH:22]=[N:23]3)=[C:18](Br)[CH:17]=2)=[O:15])[CH2:10][CH2:9]1)=[O:7])([CH3:4])([CH3:3])[CH3:2].[CH2:27]([N:34]1[CH:42]=[C:41]2[C:36]([CH:37]=[C:38](B3OC(C)(C)C(C)(C)O3)[CH:39]=[CH:40]2)=[N:35]1)[C:28]1[CH:33]=[CH:32][CH:31]=[CH:30][CH:29]=1.C(=O)([O-])[O-].[Na+].[Na+]. (4) Given the product [N:23]1([C@H:3]2[CH2:20][C@@:19]3([CH3:21])[C@@H:6]([CH2:7][CH2:8][C@@H:9]4[C@@H:18]3[CH2:17][CH2:16][C@@:14]3([CH3:15])[C@H:10]4[CH2:11][C@H:12]([N:23]4[CH2:27][CH2:26][CH2:25][CH2:24]4)[C@@H:13]3[OH:22])[CH2:5][C@@H:4]2[OH:2])[CH2:24][CH2:25][O:1][CH2:11][CH2:12]1, predict the reactants needed to synthesize it. The reactants are: [OH2:1].[O:2]1[C@H:4]2[CH2:5][C@H:6]3[C@:19]([CH3:21])([CH2:20][C@@H:3]12)[C@@H:18]1[C@H:9]([C@H:10]2[C@@:14]([CH2:16][CH2:17]1)([CH3:15])[C@@H:13]([OH:22])[C@@H:12]([N:23]1[CH2:27][CH2:26][CH2:25][CH2:24]1)[CH2:11]2)[CH2:8][CH2:7]3. (5) Given the product [C:1]([O:5][CH2:6][CH2:7][CH2:8][O:9][C:17](=[O:21])[C:18]([O:9][CH2:8][CH2:7][CH2:6][O:5][C:1](=[O:4])[CH:15]=[CH2:16])=[O:19])(=[O:4])[CH:2]=[CH2:3], predict the reactants needed to synthesize it. The reactants are: [C:1]([O:5][CH2:6][CH2:7][CH2:8][OH:9])(=[O:4])[CH:2]=[CH2:3].C(N([CH2:15][CH3:16])CC)C.[C:17](Cl)(=[O:21])[C:18](Cl)=[O:19]. (6) Given the product [Cl:1][C:2]1[C:3]([N:8]2[C:12]([CH2:13][C:17]3[C:22]([CH2:23][CH2:24][CH3:25])=[C:21]([CH3:26])[N:20]=[CH:19][N:18]=3)=[CH:11][CH:10]=[N:9]2)=[N:4][CH:5]=[CH:6][CH:7]=1, predict the reactants needed to synthesize it. The reactants are: [Cl:1][C:2]1[C:3]([N:8]2[C:12]([CH:13]([C:17]3[C:22]([CH2:23][CH2:24][CH3:25])=[C:21]([CH3:26])[N:20]=[CH:19][N:18]=3)C([O-])=O)=[CH:11][CH:10]=[N:9]2)=[N:4][CH:5]=[CH:6][CH:7]=1.C([O-])(O)=O.[Na+].